From a dataset of Full USPTO retrosynthesis dataset with 1.9M reactions from patents (1976-2016). Predict the reactants needed to synthesize the given product. (1) Given the product [O:11]=[C:4]1[C:5]2[C:10](=[CH:9][CH:8]=[CH:7][CH:6]=2)[C:2](=[O:1])[N:3]1[C:12]1[CH:17]=[CH:16][C:15]([S:18]([N:21]([CH3:22])[CH3:23])(=[O:19])=[O:20])=[CH:14][C:13]=1[O:24][CH3:25], predict the reactants needed to synthesize it. The reactants are: [O:1]=[C:2]1[C:10]2[C:5](=[CH:6][CH:7]=[CH:8][CH:9]=2)[C:4](=[O:11])[N:3]1[C:12]1[CH:17]=[CH:16][C:15]([S:18]([N:21]([CH3:23])[CH3:22])(=[O:20])=[O:19])=[CH:14][C:13]=1[OH:24].[C:25]([O-])([O-])=O.[K+].[K+].IC. (2) Given the product [C:1]([C:5]1[N:10]=[C:9]([N:11]2[CH2:12][CH2:13][N:14]([CH2:17][CH2:18][CH2:19][OH:20])[CH2:15][CH2:16]2)[CH:8]=[C:7]([CH:24]2[CH2:27][CH2:26][CH2:25]2)[N:6]=1)([CH3:4])([CH3:2])[CH3:3], predict the reactants needed to synthesize it. The reactants are: [C:1]([C:5]1[N:10]=[C:9]([N:11]2[CH2:16][CH2:15][N:14]([CH2:17][CH2:18][CH2:19][O:20]C(=O)C)[CH2:13][CH2:12]2)[CH:8]=[C:7]([CH:24]2[CH2:27][CH2:26][CH2:25]2)[N:6]=1)([CH3:4])([CH3:3])[CH3:2].[OH-].[Li+].